Predict the reactants needed to synthesize the given product. From a dataset of Full USPTO retrosynthesis dataset with 1.9M reactions from patents (1976-2016). (1) Given the product [CH3:20][C:21]([NH:22][C:12]([C:10]1[CH:9]=[CH:8][C:7]([N:15]2[CH2:19][CH2:18][CH2:17][CH2:16]2)=[C:6]([O:5][CH2:4][CH:1]2[CH2:2][CH2:3]2)[N:11]=1)=[O:14])([C:23]1[N:27]=[C:26]([CH3:28])[O:25][N:24]=1)[CH3:29], predict the reactants needed to synthesize it. The reactants are: [CH:1]1([CH2:4][O:5][C:6]2[N:11]=[C:10]([C:12]([OH:14])=O)[CH:9]=[CH:8][C:7]=2[N:15]2[CH2:19][CH2:18][CH2:17][CH2:16]2)[CH2:3][CH2:2]1.[CH3:20][C:21]([CH3:29])([C:23]1[N:27]=[C:26]([CH3:28])[O:25][N:24]=1)[NH2:22]. (2) The reactants are: [OH-].[Na+].C1COCC1.[Cl:8][C:9]1[CH:14]=[C:13]([Cl:15])[CH:12]=[CH:11][C:10]=1[C:16]1[CH:21]=[CH:20][C:19]([NH:22][CH2:23][C:24]2[CH:29]=[CH:28][C:27]([C:30]([F:33])([F:32])[F:31])=[CH:26][C:25]=2[C:34]2[CH:35]=[CH:36][C:37]([C:40]([NH:42][CH2:43][CH2:44][C:45]([O:47]CC)=[O:46])=[O:41])=[N:38][CH:39]=2)=[CH:18][CH:17]=1. Given the product [Cl:8][C:9]1[CH:14]=[C:13]([Cl:15])[CH:12]=[CH:11][C:10]=1[C:16]1[CH:21]=[CH:20][C:19]([NH:22][CH2:23][C:24]2[CH:29]=[CH:28][C:27]([C:30]([F:31])([F:33])[F:32])=[CH:26][C:25]=2[C:34]2[CH:35]=[CH:36][C:37]([C:40]([NH:42][CH2:43][CH2:44][C:45]([OH:47])=[O:46])=[O:41])=[N:38][CH:39]=2)=[CH:18][CH:17]=1, predict the reactants needed to synthesize it. (3) Given the product [CH3:14][S:13][C:11]1[S:12][C:8]2[CH:7]=[C:6]([CH2:5][C:2]3[N:23]4[N:22]=[C:21]([C:24]#[N:25])[CH:20]=[CH:19][C:18]4=[N:17][CH:3]=3)[CH:16]=[CH:15][C:9]=2[N:10]=1, predict the reactants needed to synthesize it. The reactants are: Cl[CH:2]([CH2:5][C:6]1[CH:16]=[CH:15][C:9]2[N:10]=[C:11]([S:13][CH3:14])[S:12][C:8]=2[CH:7]=1)[CH:3]=O.[NH2:17][C:18]1[N:23]=[N:22][C:21]([C:24]#[N:25])=[CH:20][CH:19]=1.O. (4) Given the product [N:27]([CH2:30][CH2:31][CH2:32][N:33]1[CH2:38][CH2:37][CH:36]([C:39]([C:41]2[N:42]=[CH:43][N:44]3[CH:48]=[C:47]([C:8]4[C@H:9]([CH3:10])[C@@H:5]5[C@@H:4]([C@H:2]([OH:1])[CH3:3])[C:25](=[O:26])[N:6]5[C:7]=4[C:12]([O:14][CH2:15][C:16]4[CH:21]=[CH:20][C:19]([N+:22]([O-:24])=[O:23])=[CH:18][CH:17]=4)=[O:13])[S:46][C:45]=23)=[O:40])[CH2:35][CH2:34]1)=[N+:28]=[N-:29], predict the reactants needed to synthesize it. The reactants are: [OH:1][C@@H:2]([C@H:4]1[C:25](=[O:26])[N:6]2[C@@H:7]([C:12]([O:14][CH2:15][C:16]3[CH:21]=[CH:20][C:19]([N+:22]([O-:24])=[O:23])=[CH:18][CH:17]=3)=[O:13])[C:8](=O)[C@H:9]([CH3:10])[C@H:5]12)[CH3:3].[N:27]([CH2:30][CH2:31][CH2:32][N:33]1[CH2:38][CH2:37][CH:36]([C:39]([C:41]2[N:42]=[CH:43][N:44]3[CH:48]=[C:47]([Sn](CCCC)(CCCC)CCCC)[S:46][C:45]=23)=[O:40])[CH2:35][CH2:34]1)=[N+:28]=[N-:29]. (5) Given the product [F:1][C:2]1[CH:7]=[CH:6][C:5]([N:8]([CH2:9][C:10]2[CH:11]=[N:12][C:13]([N:16]3[CH2:17][CH2:18][CH2:19][CH2:20][CH2:21]3)=[N:14][CH:15]=2)[C:31](=[O:32])[C:30]([CH3:35])([CH3:34])[CH3:29])=[CH:4][CH:3]=1, predict the reactants needed to synthesize it. The reactants are: [F:1][C:2]1[CH:7]=[CH:6][C:5]([NH:8][CH2:9][C:10]2[CH:11]=[N:12][C:13]([N:16]3[CH2:21][CH2:20][CH2:19][CH2:18][CH2:17]3)=[N:14][CH:15]=2)=[CH:4][CH:3]=1.C(N(CC)CC)C.[CH3:29][C:30]([CH3:35])([CH3:34])[C:31](Cl)=[O:32].